This data is from NCI-60 drug combinations with 297,098 pairs across 59 cell lines. The task is: Regression. Given two drug SMILES strings and cell line genomic features, predict the synergy score measuring deviation from expected non-interaction effect. (1) Drug 1: C1C(C(OC1N2C=C(C(=O)NC2=O)F)CO)O. Drug 2: COCCOC1=C(C=C2C(=C1)C(=NC=N2)NC3=CC=CC(=C3)C#C)OCCOC.Cl. Cell line: MALME-3M. Synergy scores: CSS=2.69, Synergy_ZIP=-3.33, Synergy_Bliss=-1.92, Synergy_Loewe=-2.05, Synergy_HSA=-1.51. (2) Drug 1: CNC(=O)C1=NC=CC(=C1)OC2=CC=C(C=C2)NC(=O)NC3=CC(=C(C=C3)Cl)C(F)(F)F. Drug 2: CN(CCCl)CCCl.Cl. Cell line: KM12. Synergy scores: CSS=30.2, Synergy_ZIP=-8.94, Synergy_Bliss=-5.03, Synergy_Loewe=-36.0, Synergy_HSA=-4.30. (3) Drug 1: C1=CC(=CC=C1CCC2=CNC3=C2C(=O)NC(=N3)N)C(=O)NC(CCC(=O)O)C(=O)O. Drug 2: C1=CN(C(=O)N=C1N)C2C(C(C(O2)CO)O)O.Cl. Cell line: CCRF-CEM. Synergy scores: CSS=70.8, Synergy_ZIP=-2.22, Synergy_Bliss=-3.11, Synergy_Loewe=-2.44, Synergy_HSA=1.31.